From a dataset of Forward reaction prediction with 1.9M reactions from USPTO patents (1976-2016). Predict the product of the given reaction. (1) The product is: [OH:1][C@@H:2]([CH2:18][N:19]([C:24]1[CH:29]=[CH:28][C:27]([O:30][CH2:15][CH2:16][CH:17]([C:9]#[N:10])[CH2:5][CH3:6])=[CH:26][CH:25]=1)[CH2:20][CH:21]([CH3:23])[CH3:22])[CH2:3][O:4][C:5]1[C:17]2[C:16]3[C:11](=[CH:12][CH:13]=[CH:14][CH:15]=3)[NH:10][C:9]=2[CH:8]=[CH:7][CH:6]=1. Given the reactants [OH:1][C@@H:2]([CH2:18][N:19]([C:24]1[CH:29]=[CH:28][C:27]([OH:30])=[CH:26][CH:25]=1)[CH2:20][CH:21]([CH3:23])[CH3:22])[CH2:3][O:4][C:5]1[C:17]2[C:16]3[C:11](=[CH:12][CH:13]=[CH:14][CH:15]=3)[NH:10][C:9]=2[CH:8]=[CH:7][CH:6]=1.C(=O)([O-])[O-].[K+].[K+].[I-].[K+], predict the reaction product. (2) Given the reactants [BH4-].[Na+].[CH2:3]([N:6]=[C:7]([CH3:12])[CH2:8][CH2:9][CH:10]=[CH2:11])[CH:4]=[CH2:5], predict the reaction product. The product is: [CH2:3]([NH:6][CH:7]([CH3:12])[CH2:8][CH2:9][CH:10]=[CH2:11])[CH:4]=[CH2:5]. (3) Given the reactants [C:1]([O:4][CH2:5][C:6]([CH2:8]Cl)=[O:7])(=[O:3])[CH3:2].[CH3:10][C:11]1[CH:16]=[CH:15][C:14]([SH:17])=[CH:13][CH:12]=1.C(N(CC)CC)C, predict the reaction product. The product is: [C:1]([O:4][CH2:5][C:6]([CH2:8][S:17][C:14]1[CH:15]=[CH:16][C:11]([CH3:10])=[CH:12][CH:13]=1)=[O:7])(=[O:3])[CH3:2]. (4) The product is: [Cl:1][C:2]1[N:7]=[C:6]([NH:29][S:26]([CH2:25][C:20]2[CH:21]=[C:22]([Cl:24])[CH:23]=[C:18]([Cl:17])[CH:19]=2)(=[O:27])=[O:28])[C:5]([O:9][CH3:10])=[CH:4][N:3]=1. Given the reactants [Cl:1][C:2]1[N:7]=[C:6](Cl)[C:5]([O:9][CH3:10])=[CH:4][N:3]=1.C([O-])([O-])=O.[K+].[K+].[Cl:17][C:18]1[CH:19]=[C:20]([CH2:25][S:26]([NH2:29])(=[O:28])=[O:27])[CH:21]=[C:22]([Cl:24])[CH:23]=1, predict the reaction product. (5) Given the reactants [Cl:1][C:2]1[N:7]=[CH:6][C:5]2[CH:8]=[N:9][NH:10][C:4]=2[CH:3]=1.CCN(C(C)C)C(C)C.[CH3:20][Si:21]([CH2:24][CH2:25][O:26][CH2:27]Cl)([CH3:23])[CH3:22], predict the reaction product. The product is: [Cl:1][C:2]1[N:7]=[CH:6][C:5]2[CH:8]=[N:9][N:10]([CH2:27][O:26][CH2:25][CH2:24][Si:21]([CH3:23])([CH3:22])[CH3:20])[C:4]=2[CH:3]=1. (6) Given the reactants C1(C2C(O[C@@H]3CCCN(CC4C=C(Cl)C=C(Cl)C=4)C3)=CC(F)=C(C=2)C(O)=O)CC1.[Cl:30][C:31]1[CH:36]=[C:35]([F:37])[CH:34]=[CH:33][C:32]=1[CH:38]([N:43]1[CH2:48][CH2:47][CH:46]([CH2:49][O:50][C:51]2[C:59]([CH:60]3[CH2:62][CH2:61]3)=[CH:58][C:54]([C:55](O)=[O:56])=[C:53]([F:63])[CH:52]=2)[CH2:45][CH2:44]1)[C:39]([F:42])([F:41])[F:40].[CH:64]1([S:67]([NH2:70])(=[O:69])=[O:68])CC1.CS(N)(=O)=O, predict the reaction product. The product is: [Cl:30][C:31]1[CH:36]=[C:35]([F:37])[CH:34]=[CH:33][C:32]=1[CH:38]([N:43]1[CH2:48][CH2:47][CH:46]([CH2:49][O:50][C:51]2[C:59]([CH:60]3[CH2:62][CH2:61]3)=[CH:58][C:54]([C:55]([NH:70][S:67]([CH3:64])(=[O:69])=[O:68])=[O:56])=[C:53]([F:63])[CH:52]=2)[CH2:45][CH2:44]1)[C:39]([F:42])([F:41])[F:40]. (7) Given the reactants [CH2:1]([O:3][C:4]([C:6]1[NH:7][C:8]([CH3:11])=[CH:9][CH:10]=1)=[O:5])[CH3:2].[F:12][C:13]([F:25])([F:24])[C:14]1[CH:15]=[C:16]([CH2:20][C:21](Cl)=[O:22])[CH:17]=[CH:18][CH:19]=1, predict the reaction product. The product is: [CH2:1]([O:3][C:4]([C:6]1[NH:7][C:8]([CH3:11])=[C:9]([C:21](=[O:22])[CH2:20][C:16]2[CH:17]=[CH:18][CH:19]=[C:14]([C:13]([F:24])([F:12])[F:25])[CH:15]=2)[CH:10]=1)=[O:5])[CH3:2].